This data is from Full USPTO retrosynthesis dataset with 1.9M reactions from patents (1976-2016). The task is: Predict the reactants needed to synthesize the given product. Given the product [Br-:20].[OH:2][C@@H:3]1[CH:8]2[CH2:9][CH2:10][N+:5]([CH2:11][C:12](=[O:19])[NH:13][C:14]3[CH:18]=[CH:17][N:24]=[CH:22][N:15]=3)([CH2:6][CH2:7]2)[CH2:4]1, predict the reactants needed to synthesize it. The reactants are: [Br-].[OH:2][C@@H:3]1[CH:8]2[CH2:9][CH2:10][N+:5]([CH2:11][C:12](=[O:19])[NH:13][C:14]3[CH:18]=[CH:17]O[N:15]=3)([CH2:6][CH2:7]2)[CH2:4]1.[Br:20]C[C:22]([NH:24]C1C=CN=CN=1)=O.